Dataset: Full USPTO retrosynthesis dataset with 1.9M reactions from patents (1976-2016). Task: Predict the reactants needed to synthesize the given product. The reactants are: Cl[C:2]1[N:7]2[N:8]=[CH:9][C:10]([C:11]([O:13][CH2:14][CH3:15])=[O:12])=[C:6]2[N:5]=[CH:4][C:3]=1[C:16]([N:18]1[CH2:23][CH2:22][C:21]2([C:27]3[CH:28]=[CH:29][CH:30]=[C:31]([F:32])[C:26]=3[O:25][CH2:24]2)[CH2:20][CH2:19]1)=[O:17].[CH2:33]([NH2:40])[C:34]1[CH:39]=[CH:38][CH:37]=[CH:36][CH:35]=1. Given the product [CH2:33]([NH:40][C:2]1[N:7]2[N:8]=[CH:9][C:10]([C:11]([O:13][CH2:14][CH3:15])=[O:12])=[C:6]2[N:5]=[CH:4][C:3]=1[C:16]([N:18]1[CH2:23][CH2:22][C:21]2([C:27]3[CH:28]=[CH:29][CH:30]=[C:31]([F:32])[C:26]=3[O:25][CH2:24]2)[CH2:20][CH2:19]1)=[O:17])[C:34]1[CH:39]=[CH:38][CH:37]=[CH:36][CH:35]=1, predict the reactants needed to synthesize it.